Dataset: Full USPTO retrosynthesis dataset with 1.9M reactions from patents (1976-2016). Task: Predict the reactants needed to synthesize the given product. (1) Given the product [F:1][C:2]1[CH:16]=[C:15]([N+:17]([O-:19])=[O:18])[CH:14]=[CH:13][C:3]=1[O:4][C:5]1[CH:10]=[CH:9][N:8]=[C:7]([NH2:11])[C:6]=1[CH:20]=[CH2:21], predict the reactants needed to synthesize it. The reactants are: [F:1][C:2]1[CH:16]=[C:15]([N+:17]([O-:19])=[O:18])[CH:14]=[CH:13][C:3]=1[O:4][C:5]1[CH:10]=[CH:9][N:8]=[C:7]([NH2:11])[C:6]=1I.[CH2:20](C([Sn])=C(CCCC)CCCC)[CH2:21]CC. (2) Given the product [OH:32][CH2:31][C:30]([NH:29][C:2]1[CH:11]=[C:10]2[C:5]([CH:6]=[C:7]([C:18]3[CH:19]=[CH:20][C:21]4[O:26][CH2:25][C:24](=[O:27])[NH:23][C:22]=4[CH:28]=3)[CH:8]([C:12]3[CH:17]=[CH:16][CH:15]=[CH:14][CH:13]=3)[S:9]2)=[CH:4][CH:3]=1)([CH3:34])[CH3:33], predict the reactants needed to synthesize it. The reactants are: I[C:2]1[CH:11]=[C:10]2[C:5]([CH:6]=[C:7]([C:18]3[CH:19]=[CH:20][C:21]4[O:26][CH2:25][C:24](=[O:27])[NH:23][C:22]=4[CH:28]=3)[CH:8]([C:12]3[CH:17]=[CH:16][CH:15]=[CH:14][CH:13]=3)[S:9]2)=[CH:4][CH:3]=1.[NH2:29][C:30]([CH3:34])([CH3:33])[CH2:31][OH:32]. (3) Given the product [CH2:1]([O:8][C:9]1[CH:18]=[C:17]2[C:12]([C:13]([CH:30]([C:28]#[N:29])[C:31]([O:33][C:34]([CH3:37])([CH3:36])[CH3:35])=[O:32])=[C:14]([C:19]#[N:20])[CH:15]=[N:16]2)=[CH:11][C:10]=1[O:22][CH3:23])[C:2]1[CH:7]=[CH:6][CH:5]=[CH:4][CH:3]=1, predict the reactants needed to synthesize it. The reactants are: [CH2:1]([O:8][C:9]1[CH:18]=[C:17]2[C:12]([C:13](Cl)=[C:14]([C:19]#[N:20])[CH:15]=[N:16]2)=[CH:11][C:10]=1[O:22][CH3:23])[C:2]1[CH:7]=[CH:6][CH:5]=[CH:4][CH:3]=1.CS(C)=O.[C:28]([CH2:30][C:31]([O:33][C:34]([CH3:37])([CH3:36])[CH3:35])=[O:32])#[N:29].O. (4) Given the product [CH2:1]([O:8][C:9]1[CH:10]=[C:11]2[C:15](=[CH:16][CH:17]=1)[NH:14][CH:13]=[C:12]2[C:24](=[O:26])[CH3:25])[C:2]1[CH:3]=[CH:4][CH:5]=[CH:6][CH:7]=1, predict the reactants needed to synthesize it. The reactants are: [CH2:1]([O:8][C:9]1[CH:10]=[C:11]2[C:15](=[CH:16][CH:17]=1)[NH:14][CH:13]=[CH:12]2)[C:2]1[CH:7]=[CH:6][CH:5]=[CH:4][CH:3]=1.[Cl-].C([Al+]CC)C.[C:24](Cl)(=[O:26])[CH3:25].C(O)(=O)CC(CC(O)=O)(C(O)=O)O. (5) Given the product [CH2:33]([O:40][C:14](=[O:23])[NH:11][CH:4]1[CH2:3][C:2](=[O:1])[CH2:5]1)[C:34]1[CH:39]=[CH:38][CH:37]=[CH:36][CH:35]=1, predict the reactants needed to synthesize it. The reactants are: [O:1]=[C:2]1[CH2:5][CH:4](C(O)=O)[CH2:3]1.CC[N:11]([CH2:14]C)CC.C1C=CC(P(N=[N+]=[N-])(C2C=CC=CC=2)=[O:23])=CC=1.[CH2:33]([OH:40])[C:34]1[CH:39]=[CH:38][CH:37]=[CH:36][CH:35]=1. (6) Given the product [F:32][C:31]([F:34])([F:33])[C:30]([OH:35])([CH3:36])[CH2:29][CH2:28][NH:27][C:24]([C:7]1[N:8]([CH2:12][C:13]2[CH:18]=[CH:17][CH:16]=[C:15]([O:19][C:20]([F:23])([F:21])[F:22])[CH:14]=2)[C:9]2[C:5]([CH:6]=1)=[CH:4][C:3]([C:1]#[N:2])=[CH:11][CH:10]=2)=[O:25], predict the reactants needed to synthesize it. The reactants are: [C:1]([C:3]1[CH:4]=[C:5]2[C:9](=[CH:10][CH:11]=1)[N:8]([CH2:12][C:13]1[CH:18]=[CH:17][CH:16]=[C:15]([O:19][C:20]([F:23])([F:22])[F:21])[CH:14]=1)[C:7]([C:24](O)=[O:25])=[CH:6]2)#[N:2].[NH2:27][CH2:28][CH2:29][C:30]([CH3:36])([OH:35])[C:31]([F:34])([F:33])[F:32]. (7) Given the product [Cl:4][C:5]1[CH:13]=[CH:12][C:8]([C:9]([N:2]([CH3:3])[CH3:1])=[O:10])=[CH:7][N:6]=1, predict the reactants needed to synthesize it. The reactants are: [CH3:1][NH:2][CH3:3].[Cl:4][C:5]1[CH:13]=[CH:12][C:8]([C:9](O)=[O:10])=[CH:7][N:6]=1. (8) The reactants are: [CH3:1][O:2][C:3]1[C:11]2[CH:10]=[C:9]([Sn](C)(C)C)[O:8][C:7]=2[CH:6]=[CH:5][CH:4]=1.Br[C:17]1[S:18][C:19]([CH2:22][CH3:23])=[CH:20][CH:21]=1.C(OCC)(=O)C. Given the product [CH2:22]([C:19]1[S:18][C:17]([C:9]2[O:8][C:7]3[CH:6]=[CH:5][CH:4]=[C:3]([O:2][CH3:1])[C:11]=3[CH:10]=2)=[CH:21][CH:20]=1)[CH3:23], predict the reactants needed to synthesize it.